Dataset: Full USPTO retrosynthesis dataset with 1.9M reactions from patents (1976-2016). Task: Predict the reactants needed to synthesize the given product. Given the product [C@@H:1]([N:5]([CH2:6][C:7]1[NH:8][C:9](=[O:17])[C:10]2[CH2:16][O:15][CH2:14][CH2:13][C:11]=2[N:12]=1)[C:32](=[O:33])[CH2:31][N:28]1[CH2:29][CH2:30][CH:25]([C:23](=[O:24])[C:22]2[CH:21]=[CH:20][C:19]([F:18])=[CH:36][CH:35]=2)[CH2:26][CH2:27]1)([CH2:3][CH3:4])[CH3:2], predict the reactants needed to synthesize it. The reactants are: [C@@H:1]([NH:5][CH2:6][C:7]1[NH:8][C:9](=[O:17])[C:10]2[CH2:16][O:15][CH2:14][CH2:13][C:11]=2[N:12]=1)([CH2:3][CH3:4])[CH3:2].[F:18][C:19]1[CH:36]=[CH:35][C:22]([C:23]([CH:25]2[CH2:30][CH2:29][N:28]([CH2:31][C:32](O)=[O:33])[CH2:27][CH2:26]2)=[O:24])=[CH:21][CH:20]=1.